From a dataset of Reaction yield outcomes from USPTO patents with 853,638 reactions. Predict the reaction yield, written as a fraction of the theoretical maximum amount of product (1.0 means a 100% yield; for example, 0.34 means a 34% yield). (1) The reactants are [I:1][C:2]1[CH:7]=[CH:6][N:5]=[C:4]([N:8]2[C:16]3[CH2:15][C@@:14]4([CH3:18])[CH2:17][C@H:13]4[CH2:12][C:11]=3[C:10]([C:19](O)=[O:20])=[N:9]2)[CH:3]=1.[Cl-].[NH4+:23]. No catalyst specified. The product is [I:1][C:2]1[CH:7]=[CH:6][N:5]=[C:4]([N:8]2[C:16]3[CH2:15][C@@:14]4([CH3:18])[CH2:17][C@H:13]4[CH2:12][C:11]=3[C:10]([C:19]([NH2:23])=[O:20])=[N:9]2)[CH:3]=1. The yield is 0.720. (2) The reactants are [CH3:1][O:2][C:3]1[CH:4]=[C:5]2[C:10](=[CH:11][C:12]=1[O:13][CH3:14])[N:9]=[CH:8][CH:7]=[C:6]2[O:15][C:16]1[CH:22]=[CH:21][C:19]([NH2:20])=[C:18]([CH3:23])[C:17]=1[CH3:24].C(N(CC)CC)C.ClC(Cl)(O[C:36](=[O:42])OC(Cl)(Cl)Cl)Cl.[F:44][C:45]1[CH:50]=[CH:49][C:48]([C@@H:51]([NH2:53])[CH3:52])=[CH:47][CH:46]=1. The catalyst is C(Cl)(Cl)Cl. The product is [CH3:1][O:2][C:3]1[CH:4]=[C:5]2[C:10](=[CH:11][C:12]=1[O:13][CH3:14])[N:9]=[CH:8][CH:7]=[C:6]2[O:15][C:16]1[CH:22]=[CH:21][C:19]([NH:20][C:36]([NH:53][C@H:51]([C:48]2[CH:49]=[CH:50][C:45]([F:44])=[CH:46][CH:47]=2)[CH3:52])=[O:42])=[C:18]([CH3:23])[C:17]=1[CH3:24]. The yield is 0.760. (3) The reactants are [OH-].[Li+].[Br:3][C:4]1[N:5]=[CH:6][C:7]([NH:10][C:11](=[O:18])[CH2:12][CH2:13][C:14]([O:16]C)=[O:15])=[N:8][CH:9]=1. The catalyst is O1CCCC1.O.[Na]. The product is [Br:3][C:4]1[N:5]=[CH:6][C:7]([NH:10][C:11](=[O:18])[CH2:12][CH2:13][C:14]([OH:16])=[O:15])=[N:8][CH:9]=1. The yield is 0.900. (4) The reactants are [Cl:1][C:2]1[CH:7]=[C:6]([Cl:8])[CH:5]=[CH:4][C:3]=1[CH2:9][C:10]([OH:12])=O.[CH3:13][C:14]1[N:15]=[C:16]([NH2:25])[S:17][C:18]=1[CH2:19][CH2:20][O:21][N+:22]([O-:24])=[O:23]. No catalyst specified. The product is [Cl:1][C:2]1[CH:7]=[C:6]([Cl:8])[CH:5]=[CH:4][C:3]=1[CH2:9][C:10]([NH:25][C:16]1[S:17][C:18]([CH2:19][CH2:20][O:21][N+:22]([O-:24])=[O:23])=[C:14]([CH3:13])[N:15]=1)=[O:12]. The yield is 0.690.